Dataset: NCI-60 drug combinations with 297,098 pairs across 59 cell lines. Task: Regression. Given two drug SMILES strings and cell line genomic features, predict the synergy score measuring deviation from expected non-interaction effect. (1) Drug 1: CC1C(C(CC(O1)OC2CC(CC3=C2C(=C4C(=C3O)C(=O)C5=C(C4=O)C(=CC=C5)OC)O)(C(=O)CO)O)N)O.Cl. Drug 2: COCCOC1=C(C=C2C(=C1)C(=NC=N2)NC3=CC=CC(=C3)C#C)OCCOC.Cl. Cell line: M14. Synergy scores: CSS=-2.81, Synergy_ZIP=5.38, Synergy_Bliss=5.75, Synergy_Loewe=-2.08, Synergy_HSA=-1.39. (2) Drug 1: C1C(C(OC1N2C=NC3=C(N=C(N=C32)Cl)N)CO)O. Cell line: BT-549. Synergy scores: CSS=51.1, Synergy_ZIP=-6.50, Synergy_Bliss=-9.83, Synergy_Loewe=-6.46, Synergy_HSA=-4.90. Drug 2: CC1C(C(CC(O1)OC2CC(CC3=C2C(=C4C(=C3O)C(=O)C5=CC=CC=C5C4=O)O)(C(=O)C)O)N)O. (3) Drug 1: C1=NNC2=C1C(=O)NC=N2. Drug 2: CC1C(C(CC(O1)OC2CC(CC3=C2C(=C4C(=C3O)C(=O)C5=C(C4=O)C(=CC=C5)OC)O)(C(=O)CO)O)N)O.Cl. Cell line: SF-268. Synergy scores: CSS=41.5, Synergy_ZIP=-0.789, Synergy_Bliss=-0.767, Synergy_Loewe=-38.8, Synergy_HSA=-0.669.